Dataset: NCI-60 drug combinations with 297,098 pairs across 59 cell lines. Task: Regression. Given two drug SMILES strings and cell line genomic features, predict the synergy score measuring deviation from expected non-interaction effect. (1) Drug 1: CC1=C2C(C(=O)C3(C(CC4C(C3C(C(C2(C)C)(CC1OC(=O)C(C(C5=CC=CC=C5)NC(=O)OC(C)(C)C)O)O)OC(=O)C6=CC=CC=C6)(CO4)OC(=O)C)OC)C)OC. Drug 2: CN(CC1=CN=C2C(=N1)C(=NC(=N2)N)N)C3=CC=C(C=C3)C(=O)NC(CCC(=O)O)C(=O)O. Cell line: SK-OV-3. Synergy scores: CSS=34.9, Synergy_ZIP=-7.40, Synergy_Bliss=-7.68, Synergy_Loewe=-9.18, Synergy_HSA=-2.98. (2) Synergy scores: CSS=-2.69, Synergy_ZIP=-0.178, Synergy_Bliss=-4.31, Synergy_Loewe=-1.60, Synergy_HSA=-4.01. Drug 2: C1CC(=O)NC(=O)C1N2C(=O)C3=CC=CC=C3C2=O. Drug 1: CC1=CC=C(C=C1)C2=CC(=NN2C3=CC=C(C=C3)S(=O)(=O)N)C(F)(F)F. Cell line: DU-145. (3) Drug 1: CC=C1C(=O)NC(C(=O)OC2CC(=O)NC(C(=O)NC(CSSCCC=C2)C(=O)N1)C(C)C)C(C)C. Drug 2: CN(CC1=CN=C2C(=N1)C(=NC(=N2)N)N)C3=CC=C(C=C3)C(=O)NC(CCC(=O)O)C(=O)O. Cell line: RPMI-8226. Synergy scores: CSS=48.0, Synergy_ZIP=1.05, Synergy_Bliss=1.47, Synergy_Loewe=-9.30, Synergy_HSA=0.119. (4) Drug 1: CC(C1=C(C=CC(=C1Cl)F)Cl)OC2=C(N=CC(=C2)C3=CN(N=C3)C4CCNCC4)N. Drug 2: C1=CC(=CC=C1CCCC(=O)O)N(CCCl)CCCl. Cell line: OVCAR-8. Synergy scores: CSS=16.3, Synergy_ZIP=-5.61, Synergy_Bliss=-0.607, Synergy_Loewe=-1.46, Synergy_HSA=-0.778.